From a dataset of Full USPTO retrosynthesis dataset with 1.9M reactions from patents (1976-2016). Predict the reactants needed to synthesize the given product. (1) Given the product [CH2:36]([NH:43][C:33]([C:30]1([C:28]([NH:27][C:3]2[CH:4]=[CH:5][C:6]([O:8][C:9]3[CH:14]=[CH:13][N:12]=[C:11]([NH:15][C:16]([N:18]([CH3:26])[CH:19]4[CH2:20][CH2:21][N:22]([CH3:25])[CH2:23][CH2:24]4)=[O:17])[CH:10]=3)=[CH:7][C:2]=2[F:1])=[O:29])[CH2:32][CH2:31]1)=[O:34])[C:37]1[CH:42]=[CH:41][CH:40]=[CH:39][CH:38]=1, predict the reactants needed to synthesize it. The reactants are: [F:1][C:2]1[CH:7]=[C:6]([O:8][C:9]2[CH:14]=[CH:13][N:12]=[C:11]([NH:15][C:16]([N:18]([CH3:26])[CH:19]3[CH2:24][CH2:23][N:22]([CH3:25])[CH2:21][CH2:20]3)=[O:17])[CH:10]=2)[CH:5]=[CH:4][C:3]=1[NH:27][C:28]([C:30]1([C:33](O)=[O:34])[CH2:32][CH2:31]1)=[O:29].[CH2:36]([NH2:43])[C:37]1[CH:42]=[CH:41][CH:40]=[CH:39][CH:38]=1.C(N(CC)CC)C.F[P-](F)(F)(F)(F)F.N1(O[P+](N(C)C)(N(C)C)N(C)C)C2C=CC=CC=2N=N1. (2) Given the product [CH:1]1([S:4]([C:7]2[CH:8]=[CH:9][C:10]([CH:13]([C:14]3[NH:41][C:17]([C:19]4[S:20][C:21]([CH:24]([OH:28])[CH2:25][O:26][CH3:27])=[CH:22][N:23]=4)=[CH:16][CH:15]=3)[CH2:30][CH:31]3[CH2:36][CH2:35][O:34][CH2:33][CH2:32]3)=[CH:11][CH:12]=2)(=[O:6])=[O:5])[CH2:2][CH2:3]1, predict the reactants needed to synthesize it. The reactants are: [CH:1]1([S:4]([C:7]2[CH:12]=[CH:11][C:10]([CH:13]([CH2:30][CH:31]3[CH2:36][CH2:35][O:34][CH2:33][CH2:32]3)[C:14](=O)[CH2:15][CH2:16][C:17]([C:19]3[S:20][C:21]([CH:24]([OH:28])[CH2:25][O:26][CH3:27])=[CH:22][N:23]=3)=O)=[CH:9][CH:8]=2)(=[O:6])=[O:5])[CH2:3][CH2:2]1.C([O-])(=O)C.[NH4+:41].[OH-].[Na+]. (3) Given the product [C:1]([C:3]1[CH:8]=[C:7]([C:9]([OH:11])=[O:10])[CH:6]=[CH:5][C:4]=1[C:13]1[CH:18]=[CH:17][CH:16]=[CH:15][CH:14]=1)#[N:2], predict the reactants needed to synthesize it. The reactants are: [C:1]([C:3]1[CH:8]=[C:7]([C:9]([O:11]C)=[O:10])[CH:6]=[CH:5][C:4]=1[C:13]1[CH:18]=[CH:17][CH:16]=[CH:15][CH:14]=1)#[N:2].C(O)C.[OH-].[Na+].Cl.